Dataset: Forward reaction prediction with 1.9M reactions from USPTO patents (1976-2016). Task: Predict the product of the given reaction. The product is: [CH:9](/[N:10]=[CH:18]/[C:19]1[CH:27]=[CH:26][C:24]([OH:25])=[C:21]([O:22][CH3:23])[CH:20]=1)([C:3]1[CH:4]=[CH:5][CH:6]=[CH:7][CH:8]=1)[C:11]1[CH:12]=[CH:13][CH:14]=[CH:15][CH:16]=1. Given the reactants N#N.[C:3]1([CH:9]([C:11]2[CH:16]=[CH:15][CH:14]=[CH:13][CH:12]=2)[NH2:10])[CH:8]=[CH:7][CH:6]=[CH:5][CH:4]=1.O=[CH:18][C:19]1[CH:27]=[CH:26][C:24]([OH:25])=[C:21]([O:22][CH3:23])[CH:20]=1.O, predict the reaction product.